This data is from Reaction yield outcomes from USPTO patents with 853,638 reactions. The task is: Predict the reaction yield, written as a fraction of the theoretical maximum amount of product (1.0 means a 100% yield; for example, 0.34 means a 34% yield). The reactants are [CH3:1][C:2]1[O:6][C:5]([CH2:7][C:8]2[CH:13]=[CH:12][C:11]([CH2:14][OH:15])=[CH:10][CH:9]=2)=[CH:4][CH:3]=1. The catalyst is [O-2].[O-2].[Mn+4].ClCCl. The product is [CH3:1][C:2]1[O:6][C:5]([CH2:7][C:8]2[CH:13]=[CH:12][C:11]([CH:14]=[O:15])=[CH:10][CH:9]=2)=[CH:4][CH:3]=1. The yield is 0.290.